From a dataset of Forward reaction prediction with 1.9M reactions from USPTO patents (1976-2016). Predict the product of the given reaction. (1) Given the reactants [F:1][C:2]1[CH:27]=[CH:26][C:5]([C:6]([NH:8][C@@H:9]([CH2:22][CH2:23][CH2:24][OH:25])[C:10]([N:12]2[CH2:17][CH2:16][N:15]([S:18]([CH3:21])(=[O:20])=[O:19])[CH2:14][CH2:13]2)=[O:11])=[O:7])=[CH:4][CH:3]=1.ClCCl, predict the reaction product. The product is: [F:1][C:2]1[CH:3]=[CH:4][C:5]([C:6]([NH:8][C@@H:9]([CH2:22][CH2:23][CH:24]=[O:25])[C:10]([N:12]2[CH2:17][CH2:16][N:15]([S:18]([CH3:21])(=[O:20])=[O:19])[CH2:14][CH2:13]2)=[O:11])=[O:7])=[CH:26][CH:27]=1. (2) The product is: [ClH:18].[CH2:2]([O:3][C:4](=[O:37])[CH2:5][CH2:6][C:7]([N:9]1[C:17]2[C:12](=[CH:13][C:14]([CH2:19][CH2:20][N:21]3[CH2:26][CH2:25][N:24]([C:27]4[C:31]5[CH:32]=[CH:33][CH:34]=[CH:35][C:30]=5[S:29][N:28]=4)[CH2:23][CH2:22]3)=[C:15]([Cl:18])[CH:16]=2)[CH2:11][C:10]1=[O:36])=[O:8])[CH3:38]. Given the reactants Cl.[CH3:2][O:3][C:4](=[O:37])[CH2:5][CH2:6][C:7]([N:9]1[C:17]2[C:12](=[CH:13][C:14]([CH2:19][CH2:20][N:21]3[CH2:26][CH2:25][N:24]([C:27]4[C:31]5[CH:32]=[CH:33][CH:34]=[CH:35][C:30]=5[S:29][N:28]=4)[CH2:23][CH2:22]3)=[C:15]([Cl:18])[CH:16]=2)[CH2:11][C:10]1=[O:36])=[O:8].[CH2:38](O)C.Cl, predict the reaction product.